The task is: Predict which catalyst facilitates the given reaction.. This data is from Catalyst prediction with 721,799 reactions and 888 catalyst types from USPTO. (1) Product: [ClH:35].[NH2:27][C@@H:10]([CH2:9][C:4]1[CH:5]=[CH:6][C:7]([OH:8])=[C:2]([OH:1])[CH:3]=1)[C:11]([O:13][CH2:14][CH:15]([OH:26])[CH2:16][O:17][C:18]([C:20]1[CH:25]=[CH:24][CH:23]=[CH:22][CH:21]=1)=[O:19])=[O:12]. Reactant: [OH:1][C:2]1[CH:3]=[C:4]([CH2:9][C@H:10]([NH:27]C(OC(C)(C)C)=O)[C:11]([O:13][CH2:14][CH:15]([OH:26])[CH2:16][O:17][C:18]([C:20]2[CH:25]=[CH:24][CH:23]=[CH:22][CH:21]=2)=[O:19])=[O:12])[CH:5]=[CH:6][C:7]=1[OH:8].[ClH:35]. The catalyst class is: 12. (2) Reactant: [CH3:1][N:2]([CH3:21])[C:3]1[S:7][C:6]([C:8]2[NH:13][C:12](=[O:14])[C:11]([C:15]([O:17]C)=[O:16])=[CH:10][C:9]=2[CH2:19][CH3:20])=[CH:5][CH:4]=1.[Li+].[OH-].Cl. Product: [CH3:1][N:2]([CH3:21])[C:3]1[S:7][C:6]([C:8]2[NH:13][C:12](=[O:14])[C:11]([C:15]([OH:17])=[O:16])=[CH:10][C:9]=2[CH2:19][CH3:20])=[CH:5][CH:4]=1. The catalyst class is: 1.